Dataset: Forward reaction prediction with 1.9M reactions from USPTO patents (1976-2016). Task: Predict the product of the given reaction. Given the reactants [Cl:1][CH2:2][CH2:3][CH2:4][N:5]1[CH2:10][C:9]2[CH:11]=[CH:12][CH:13]=[CH:14][C:8]=2[N:7]([C:15]2[CH:20]=[CH:19][CH:18]=[C:17]([F:21])[CH:16]=2)[S:6]1(=[O:23])=[O:22].[CH3:24][NH2:25].Cl, predict the reaction product. The product is: [ClH:1].[F:21][C:17]1[CH:16]=[C:15]([N:7]2[C:8]3[CH:14]=[CH:13][CH:12]=[CH:11][C:9]=3[CH2:10][N:5]([CH2:4][CH2:3][CH2:2][NH:25][CH3:24])[S:6]2(=[O:23])=[O:22])[CH:20]=[CH:19][CH:18]=1.